The task is: Predict the reactants needed to synthesize the given product.. This data is from Full USPTO retrosynthesis dataset with 1.9M reactions from patents (1976-2016). (1) Given the product [Si:1]([O:18][CH:19]1[CH2:24][CH:23]2[CH:21]([CH:22]2[C:25]([OH:27])=[O:26])[CH2:20]1)([C:14]([CH3:17])([CH3:15])[CH3:16])([C:8]1[CH:13]=[CH:12][CH:11]=[CH:10][CH:9]=1)[C:2]1[CH:3]=[CH:4][CH:5]=[CH:6][CH:7]=1, predict the reactants needed to synthesize it. The reactants are: [Si:1]([O:18][CH:19]1[CH2:24][CH:23]2[CH:21]([CH:22]2[C:25]([O:27]CC)=[O:26])[CH2:20]1)([C:14]([CH3:17])([CH3:16])[CH3:15])([C:8]1[CH:13]=[CH:12][CH:11]=[CH:10][CH:9]=1)[C:2]1[CH:7]=[CH:6][CH:5]=[CH:4][CH:3]=1.[OH-].[Na+]. (2) The reactants are: [Br:1][C:2]1[CH:3]=[CH:4][C:5]2[S:9](=[O:11])(=[O:10])[NH:8][CH2:7][C:6]=2[CH:12]=1.Cl[CH2:14][CH2:15][S:16][CH3:17].C([O-])([O-])=O.[K+].[K+].N#N. Given the product [Br:1][C:2]1[CH:3]=[CH:4][C:5]2[S:9](=[O:10])(=[O:11])[N:8]([CH2:14][CH2:15][S:16][CH3:17])[CH2:7][C:6]=2[CH:12]=1, predict the reactants needed to synthesize it. (3) Given the product [Cl:1][C:2]1[CH:3]=[CH:4][C:5]([C:8]2([C:11]([N:17]([CH:18]3[CH2:23][CH2:22][CH2:21][CH2:20][CH2:19]3)[CH:14]3[CH2:16][CH2:15]3)=[O:13])[CH2:9][CH2:10]2)=[CH:6][CH:7]=1, predict the reactants needed to synthesize it. The reactants are: [Cl:1][C:2]1[CH:7]=[CH:6][C:5]([C:8]2([C:11]([OH:13])=O)[CH2:10][CH2:9]2)=[CH:4][CH:3]=1.[CH:14]1([NH:17][CH:18]2[CH2:23][CH2:22][CH2:21][CH2:20][CH2:19]2)[CH2:16][CH2:15]1.F[P-](F)(F)(F)(F)F.N1(O[P+](N(C)C)(N(C)C)N(C)C)C2C=CC=CC=2N=N1. (4) The reactants are: [CH3:1][S-:2].[Na+].Br[C:5]1[CH:10]=[CH:9][C:8]([Br:11])=[CH:7][N:6]=1. Given the product [Br:11][C:8]1[CH:9]=[CH:10][C:5]([S:2][CH3:1])=[N:6][CH:7]=1, predict the reactants needed to synthesize it. (5) Given the product [CH2:25]([O:27][C:28]([C:30]1([C:33]2[CH:38]=[CH:37][C:36]([C:2]3[CH:7]=[CH:6][C:5]([C:8]4[O:12][N:11]=[C:10]([CH3:13])[C:9]=4[C:14](=[O:24])[CH2:15][CH2:16][CH2:17][C:18]4[CH:23]=[CH:22][CH:21]=[CH:20][CH:19]=4)=[CH:4][CH:3]=3)=[CH:35][CH:34]=2)[CH2:31][CH2:32]1)=[O:29])[CH3:26], predict the reactants needed to synthesize it. The reactants are: Br[C:2]1[CH:7]=[CH:6][C:5]([C:8]2[O:12][N:11]=[C:10]([CH3:13])[C:9]=2[C:14](=[O:24])[CH2:15][CH2:16][CH2:17][C:18]2[CH:23]=[CH:22][CH:21]=[CH:20][CH:19]=2)=[CH:4][CH:3]=1.[CH2:25]([O:27][C:28]([C:30]1([C:33]2[CH:38]=[CH:37][C:36](B3OC(C)(C)C(C)(C)O3)=[CH:35][CH:34]=2)[CH2:32][CH2:31]1)=[O:29])[CH3:26]. (6) Given the product [ClH:12].[Cl:12][C:11]1[CH:7]=[C:3]([C:4]([NH2:6])=[O:5])[C:1](=[NH:2])[N:16]([CH:17]([C:19]2[CH:26]=[CH:25][CH:24]=[C:21]([C:22]#[N:23])[CH:20]=2)[CH3:18])[CH:10]=1, predict the reactants needed to synthesize it. The reactants are: [C:1]([CH:3]([CH:7]1[C:11]([Cl:12])=[C:10](Cl)C(=O)O1)[C:4]([NH2:6])=[O:5])#[N:2].Cl.[NH2:16][CH:17]([C:19]1[CH:20]=[C:21]([CH:24]=[CH:25][CH:26]=1)[C:22]#[N:23])[CH3:18]. (7) Given the product [CH3:1][O:2][CH2:3][CH2:4][CH2:5][O:6][C:7]1[CH:12]=[C:11]([OH:13])[CH:10]=[C:9]([O:14][CH2:23][C:22]([F:26])([F:25])[F:21])[CH:8]=1, predict the reactants needed to synthesize it. The reactants are: [CH3:1][O:2][CH2:3][CH2:4][CH2:5][O:6][C:7]1[CH:8]=[C:9]([OH:14])[CH:10]=[C:11]([OH:13])[CH:12]=1.C(=O)([O-])[O-].[K+].[K+].[F:21][C:22]([F:26])([F:25])[CH2:23]I.[I-]. (8) Given the product [O:28]=[C:18]1[C:26]2[C:21](=[CH:22][CH:23]=[CH:24][CH:25]=2)[C:20](=[O:27])[N:19]1[CH:2]([CH2:15][O:16][CH3:17])[CH2:3][NH:4][C:5](=[O:14])[O:6][CH2:7][C:8]1[CH:13]=[CH:12][CH:11]=[CH:10][CH:9]=1, predict the reactants needed to synthesize it. The reactants are: O[CH:2]([CH2:15][O:16][CH3:17])[CH2:3][NH:4][C:5](=[O:14])[O:6][CH2:7][C:8]1[CH:13]=[CH:12][CH:11]=[CH:10][CH:9]=1.[C:18]1(=[O:28])[C:26]2[C:21](=[CH:22][CH:23]=[CH:24][CH:25]=2)[C:20](=[O:27])[NH:19]1.C1(P(C2C=CC=CC=2)C2C=CC=CC=2)C=CC=CC=1.N(C(OC(C)C)=O)=NC(OC(C)C)=O. (9) The reactants are: Cl.[CH2:2]([N:4]([CH2:9][C:10]1[C:15]([N+:16]([O-])=O)=[CH:14][CH:13]=[C:12]([Cl:19])[C:11]=1[Cl:20])[CH2:5][C:6]([OH:8])=[O:7])[CH3:3].O.O.[Sn](Cl)(Cl)(Cl)Cl.NCC(O)=O.[Sn]. Given the product [CH2:2]([N:4]([CH2:9][C:10]1[C:15]([NH2:16])=[CH:14][CH:13]=[C:12]([Cl:19])[C:11]=1[Cl:20])[CH2:5][C:6]([OH:8])=[O:7])[CH3:3], predict the reactants needed to synthesize it.